Dataset: Peptide-MHC class I binding affinity with 185,985 pairs from IEDB/IMGT. Task: Regression. Given a peptide amino acid sequence and an MHC pseudo amino acid sequence, predict their binding affinity value. This is MHC class I binding data. (1) The peptide sequence is PLRPMTYK. The MHC is HLA-A11:01 with pseudo-sequence HLA-A11:01. The binding affinity (normalized) is 0.169. (2) The peptide sequence is PHPVVVRTL. The MHC is HLA-A02:06 with pseudo-sequence HLA-A02:06. The binding affinity (normalized) is 0.0847. (3) The peptide sequence is YVFPVIFSK. The MHC is HLA-A03:01 with pseudo-sequence HLA-A03:01. The binding affinity (normalized) is 0.432. (4) The peptide sequence is KWMMAMKYPI. The MHC is HLA-A02:01 with pseudo-sequence HLA-A02:01. The binding affinity (normalized) is 0.449. (5) The binding affinity (normalized) is 0.0641. The MHC is BoLA-JSP.1 with pseudo-sequence BoLA-JSP.1. The peptide sequence is SMHFYGWSL.